From a dataset of Forward reaction prediction with 1.9M reactions from USPTO patents (1976-2016). Predict the product of the given reaction. (1) Given the reactants [F:1][C:2]1[CH:20]=[CH:19][C:5]([CH2:6][N:7]2[C:16]3[C:11](=[CH:12][CH:13]=[CH:14][CH:15]=3)[C:10](=[O:17])[NH:9][C:8]2=[O:18])=[CH:4][C:3]=1[C:21]([O:23]C)=[O:22].C(C1C=C(C=CC=1)CN1C2C(=CC=CC=2)C(=O)NC1=O)(O)=O, predict the reaction product. The product is: [C:21]([C:3]1[CH:4]=[C:5]([CH:19]=[CH:20][C:2]=1[F:1])[CH2:6][N:7]1[C:16]2[C:11](=[CH:12][CH:13]=[CH:14][CH:15]=2)[C:10](=[O:17])[NH:9][C:8]1=[O:18])([OH:23])=[O:22]. (2) Given the reactants [H-].[Na+].[C:3]([O:11][CH2:12][CH3:13])(=[O:10])[CH2:4][C:5]([O:7][CH2:8][CH3:9])=[O:6].Br[C:15]1[C:24]2[C:19](=[CH:20][CH:21]=[C:22]([F:25])[CH:23]=2)[N:18]=[CH:17][C:16]=1Cl.OS([O-])(=O)=O.[Na+], predict the reaction product. The product is: [CH2:12]([O:11][C:3](=[O:10])[CH:4]([C:15]1[C:24]2[C:19](=[CH:20][CH:21]=[C:22]([F:25])[CH:23]=2)[N:18]=[CH:17][CH:16]=1)[C:5]([O:7][CH2:8][CH3:9])=[O:6])[CH3:13].